From a dataset of Forward reaction prediction with 1.9M reactions from USPTO patents (1976-2016). Predict the product of the given reaction. The product is: [NH2:1][C:2]1[C:3]([C:14]2[CH:22]=[CH:21][C:17]([C:18]([NH:24][C@@H:25]([C:28]3[CH:33]=[C:32]([I:34])[CH:31]=[C:30]([F:35])[CH:29]=3)[CH2:26][OH:27])=[O:20])=[C:16]([F:23])[CH:15]=2)=[N:4][C:5]([C@@H:8]2[CH2:12][CH2:11][C@@H:10]([OH:13])[CH2:9]2)=[CH:6][N:7]=1. Given the reactants [NH2:1][C:2]1[C:3]([C:14]2[CH:22]=[CH:21][C:17]([C:18]([OH:20])=O)=[C:16]([F:23])[CH:15]=2)=[N:4][C:5]([C@@H:8]2[CH2:12][CH2:11][C@@H:10]([OH:13])[CH2:9]2)=[CH:6][N:7]=1.[NH2:24][C@@H:25]([C:28]1[CH:33]=[C:32]([I:34])[CH:31]=[C:30]([F:35])[CH:29]=1)[CH2:26][OH:27].C1C=NC2N(O)N=NC=2C=1.C(Cl)CCl.CCN(C(C)C)C(C)C, predict the reaction product.